This data is from CYP2D6 inhibition data for predicting drug metabolism from PubChem BioAssay. The task is: Regression/Classification. Given a drug SMILES string, predict its absorption, distribution, metabolism, or excretion properties. Task type varies by dataset: regression for continuous measurements (e.g., permeability, clearance, half-life) or binary classification for categorical outcomes (e.g., BBB penetration, CYP inhibition). Dataset: cyp2d6_veith. The molecule is Cc1c(Cl)c([N+](=O)[O-])nn1CC(=O)Nc1c(C)n(C)n(-c2ccccc2)c1=O. The result is 0 (non-inhibitor).